This data is from Forward reaction prediction with 1.9M reactions from USPTO patents (1976-2016). The task is: Predict the product of the given reaction. (1) Given the reactants [F:1][C:2]1[CH:7]=[CH:6][C:5]([CH:8]2[CH2:12][CH2:11][N:10]([CH2:13][C:14]([OH:16])=O)[C:9]2=[O:17])=[CH:4][CH:3]=1.FC1C=CC([C:25]2([C:36]3[CH:41]=[CH:40][C:39](F)=CC=3)[CH2:30][CH2:29][CH2:28][N:27](CC(O)=O)[C:26]2=O)=CC=1.C1C2C(=CC=CC=2)CCN1.C1(C2(C3C=CC=CC=3)CCNC2)C=CC=CC=1, predict the reaction product. The product is: [CH2:26]1[C:25]2[C:30](=[CH:39][CH:40]=[CH:41][CH:36]=2)[CH2:29][CH2:28][N:27]1[C:14](=[O:16])[CH2:13][N:10]1[CH2:11][CH2:12][CH:8]([C:5]2[CH:4]=[CH:3][C:2]([F:1])=[CH:7][CH:6]=2)[C:9]1=[O:17]. (2) Given the reactants [C:1]1([C:9]2[CH:14]=[CH:13][CH:12]=[CH:11][CH:10]=2)[CH:6]=[CH:5][CH:4]=[C:3]([CH2:7][NH2:8])[CH:2]=1.C([O-])(O)=O.[Na+].[C:20](Cl)(=[O:22])[CH3:21], predict the reaction product. The product is: [C:1]1([C:9]2[CH:14]=[CH:13][CH:12]=[CH:11][CH:10]=2)[CH:6]=[CH:5][CH:4]=[C:3]([CH2:7][NH:8][C:20](=[O:22])[CH3:21])[CH:2]=1.